From a dataset of Reaction yield outcomes from USPTO patents with 853,638 reactions. Predict the reaction yield, written as a fraction of the theoretical maximum amount of product (1.0 means a 100% yield; for example, 0.34 means a 34% yield). (1) The yield is 0.840. The product is [CH3:20][Si:21]([CH2:27][CH2:4][CH2:3][CH2:2][CH2:1][O:5][C:6]1[CH:11]=[CH:10][C:9]([C:12]2[CH:13]=[CH:14][C:15]([C:18]#[N:19])=[CH:16][CH:17]=2)=[CH:8][CH:7]=1)([CH3:26])[O:22][SiH:23]([CH3:25])[CH3:24]. The reactants are [CH2:1]([O:5][C:6]1[CH:11]=[CH:10][C:9]([C:12]2[CH:17]=[CH:16][C:15]([C:18]#[N:19])=[CH:14][CH:13]=2)=[CH:8][CH:7]=1)[CH2:2][CH:3]=[CH2:4].[CH3:20][SiH:21]([CH3:26])[O:22][SiH:23]([CH3:25])[CH3:24].[C:27]1(C)C=CC=CC=1. No catalyst specified. (2) The reactants are [CH3:1][C:2]1[S:6][C:5]([CH2:7][NH2:8])=[CH:4][CH:3]=1.F[C:10]1[CH:18]=[N:17][CH:16]=[CH:15][C:11]=1[C:12]([OH:14])=[O:13]. The yield is 0.0700. The product is [CH3:1][C:2]1[S:6][C:5]([CH2:7][NH:8][C:15]2[CH:16]=[N:17][CH:18]=[CH:10][C:11]=2[C:12]([OH:14])=[O:13])=[CH:4][CH:3]=1. No catalyst specified. (3) The reactants are [NH2:1][C:2]1[CH:3]=[C:4]([C:8]2[C:13]([NH:14][C:15]3[CH:20]=[CH:19][CH:18]=[C:17]([F:21])[CH:16]=3)=[CH:12][N:11]=[C:10]([Cl:22])[N:9]=2)[CH:5]=[CH:6][CH:7]=1.[C:23](Cl)(=[O:26])[CH:24]=[CH2:25].C(N(CC)CC)C. No catalyst specified. The product is [Cl:22][C:10]1[N:9]=[C:8]([C:4]2[CH:3]=[C:2]([NH:1][C:23](=[O:26])[CH:24]=[CH2:25])[CH:7]=[CH:6][CH:5]=2)[C:13]([NH:14][C:15]2[CH:20]=[CH:19][CH:18]=[C:17]([F:21])[CH:16]=2)=[CH:12][N:11]=1. The yield is 0.160. (4) The reactants are [CH:1]1([CH2:4][C:5]2[C:6]3[N:7]([C:11]([C:22]4[CH:27]=[CH:26][N:25]=[C:24](S(C)(=O)=O)[N:23]=4)=[C:12]([C:14]4[CH:19]=[CH:18][C:17]([F:20])=[CH:16][C:15]=4[F:21])[N:13]=3)[CH:8]=[CH:9][N:10]=2)[CH2:3][CH2:2]1.[NH2:32][CH2:33][C:34]([CH3:37])([OH:36])[CH3:35]. The catalyst is C(#N)C. The product is [CH:1]1([CH2:4][C:5]2[C:6]3[N:7]([C:11]([C:22]4[CH:27]=[CH:26][N:25]=[C:24]([NH:32][CH2:33][C:34]([CH3:37])([OH:36])[CH3:35])[N:23]=4)=[C:12]([C:14]4[CH:19]=[CH:18][C:17]([F:20])=[CH:16][C:15]=4[F:21])[N:13]=3)[CH:8]=[CH:9][N:10]=2)[CH2:3][CH2:2]1. The yield is 0.930. (5) The yield is 0.680. The reactants are [C:1]([O:4][C@@H:5]1[C@@H:10]([O:11][C:12](=[O:14])[CH3:13])[C@H:9]([O:15][C:16](=[O:18])[CH3:17])[C@@H:8]([CH2:19][O:20][C:21](=[O:23])[CH3:22])[O:7][C@@H:6]1[O:24][C@@H:25]1[C@@H:30]([CH2:31][O:32][C:33](=[O:35])[CH3:34])[O:29][C@H:28]([O:36][C@@H:37]2[C@@H:42]([CH2:43][O:44][C:45](=[O:47])[CH3:46])[O:41][C@@H:40]([N:48]=[N+:49]=[N-:50])[C@H:39]([O:51][C:52](=[O:54])[CH3:53])[C@H:38]2[O:55][C:56](=[O:58])[CH3:57])[C@H:27]([O:59][C:60](=[O:62])[CH3:61])[C@H:26]1[O:63][C:64](=[O:66])[CH3:65])(=[O:3])[CH3:2].[CH2:67]([O:70][CH:71]1[CH2:96][CH2:95][C@@:94]2([CH3:97])[CH:73]([CH2:74][CH2:75][C@@H:76]3[C@@H:93]2[CH2:92][CH2:91][C@@:90]2([CH3:98])[C@H:77]3[CH2:78][CH2:79][C@@H:80]2[C@H:81]([CH3:89])[CH2:82][CH2:83][CH2:84][CH:85]([CH3:88])[CH2:86]O)[CH2:72]1)[C:68]#[CH:69].C(Cl)(Cl)Cl.O=C1O[C@H]([C@H](CO)O)C([O-])=C1O.[Na+]. The catalyst is [O-]S([O-])(=O)=O.[Cu+2].CC(O)(C)C. The product is [C:1]([O:4][C@@H:5]1[C@@H:10]([O:11][C:12](=[O:14])[CH3:13])[C@H:9]([O:15][C:16](=[O:18])[CH3:17])[C@@H:8]([CH2:19][O:20][C:21](=[O:23])[CH3:22])[O:7][C@@H:6]1[O:24][C@@H:25]1[C@@H:30]([CH2:31][O:32][C:33](=[O:35])[CH3:34])[O:29][C@H:28]([O:36][C@@H:37]2[C@@H:42]([CH2:43][O:44][C:45](=[O:47])[CH3:46])[O:41][C@@H:40]([N:48]3[CH:69]=[C:68]([CH2:67][O:70][C@H:71]4[CH2:96][CH2:95][C@@:94]5([CH3:97])[CH:73]([CH2:74][CH2:75][C@@H:76]6[C@@H:93]5[CH2:92][CH2:91][C@@:90]5([CH3:98])[C@H:77]6[CH2:78][CH2:79][C@@H:80]5[C@H:81]([CH3:89])[CH2:82][CH2:83][CH2:84][CH:85]([CH3:86])[CH3:88])[CH2:72]4)[N:50]=[N:49]3)[C@H:39]([O:51][C:52](=[O:54])[CH3:53])[C@H:38]2[O:55][C:56](=[O:58])[CH3:57])[C@H:27]([O:59][C:60](=[O:62])[CH3:61])[C@H:26]1[O:63][C:64](=[O:66])[CH3:65])(=[O:3])[CH3:2]. (6) The reactants are C([O:4][C@@H:5]1[C@@H:13]([CH2:14][O:15]C(=O)C)[O:12][C@H:11]2[C@H:7]([N:8]=[C:9]([N:19]3[CH2:22][CH2:21][CH2:20]3)[S:10]2)[C@H:6]1[O:23]C(=O)C)(=O)C.C(=O)([O-])[O-].[K+].[K+]. The catalyst is CO. The product is [N:19]1([C:9]2[S:10][C@H:11]3[O:12][C@H:13]([CH2:14][OH:15])[C@@H:5]([OH:4])[C@H:6]([OH:23])[C@H:7]3[N:8]=2)[CH2:22][CH2:21][CH2:20]1. The yield is 0.400. (7) No catalyst specified. The product is [CH3:18][O:17][C:12]1[CH:13]=[CH:14][CH:15]=[CH:16][C:11]=1[N:1]1[C:9]2[C:4](=[CH:5][CH:6]=[CH:7][CH:8]=2)[CH:3]=[CH:2]1. The reactants are [NH:1]1[C:9]2[C:4](=[CH:5][CH:6]=[CH:7][CH:8]=2)[CH:3]=[CH:2]1.I[C:11]1[CH:16]=[CH:15][CH:14]=[CH:13][C:12]=1[O:17][CH3:18]. The yield is 1.00. (8) The reactants are Cl[C:2]1[CH:3]=[N:4][CH:5]=[C:6]([Cl:10])[C:7]=1[C:8]#[N:9].[CH3:11][C:12]1[CH:13]=[C:14]([CH2:18][C:19]([N:21]2[C:29]3[C:24](=[CH:25][C:26](B4OC(C)(C)C(C)(C)O4)=[CH:27][CH:28]=3)[CH2:23][CH2:22]2)=[O:20])[CH:15]=[CH:16][CH:17]=1.[O-]P([O-])([O-])=O.[K+].[K+].[K+].F[B-](F)(F)F.C([PH+](C(C)(C)C)C(C)(C)C)(C)(C)C. The catalyst is O1CCOCC1.O.C1C=CC(/C=C/C(/C=C/C2C=CC=CC=2)=O)=CC=1.C1C=CC(/C=C/C(/C=C/C2C=CC=CC=2)=O)=CC=1.C1C=CC(/C=C/C(/C=C/C2C=CC=CC=2)=O)=CC=1.[Pd].[Pd]. The product is [Cl:10][C:6]1[CH:5]=[N:4][CH:3]=[C:2]([C:26]2[CH:25]=[C:24]3[C:29](=[CH:28][CH:27]=2)[N:21]([C:19](=[O:20])[CH2:18][C:14]2[CH:15]=[CH:16][CH:17]=[C:12]([CH3:11])[CH:13]=2)[CH2:22][CH2:23]3)[C:7]=1[C:8]#[N:9]. The yield is 0.260. (9) The reactants are [Cl:1][C:2]1[N:10](CC=C)[C:9]2[C:8](=[O:14])[N:7]([CH3:15])[C:6](=[O:16])[NH:5][C:4]=2[N:3]=1.C(=O)([O-])[O-].[Cs+].[Cs+].Br[CH2:24][CH2:25][CH2:26][C:27]([F:30])([F:29])[F:28].N1CCOCC1.Cl. The catalyst is C1COCC1.C1C=CC([P]([Pd]([P](C2C=CC=CC=2)(C2C=CC=CC=2)C2C=CC=CC=2)([P](C2C=CC=CC=2)(C2C=CC=CC=2)C2C=CC=CC=2)[P](C2C=CC=CC=2)(C2C=CC=CC=2)C2C=CC=CC=2)(C2C=CC=CC=2)C2C=CC=CC=2)=CC=1. The product is [Cl:1][C:2]1[NH:10][C:9]2[C:8](=[O:14])[N:7]([CH3:15])[C:6](=[O:16])[N:5]([CH2:24][CH2:25][CH2:26][C:27]([F:30])([F:29])[F:28])[C:4]=2[N:3]=1. The yield is 0.100.